From a dataset of Catalyst prediction with 721,799 reactions and 888 catalyst types from USPTO. Predict which catalyst facilitates the given reaction. (1) Reactant: [C:1]([NH:4][CH2:5][CH2:6][CH2:7][C@:8]([C@@H:24]1[CH2:29][CH2:28][CH2:27][N:26]([C:30]([O:32][C:33]([CH3:36])([CH3:35])[CH3:34])=[O:31])[CH2:25]1)([C:10]1[CH:11]=[C:12]([C:17]2[CH:22]=[CH:21][CH:20]=[C:19]([CH3:23])[CH:18]=2)[C:13]([F:16])=[CH:14][CH:15]=1)O)(=[O:3])[CH3:2].CC[N+](S(N=C(OC)[O-])(=O)=O)(CC)CC. Product: [C:1]([NH:4][CH2:5][CH2:6][CH:7]=[C:8]([C@@H:24]1[CH2:29][CH2:28][CH2:27][N:26]([C:30]([O:32][C:33]([CH3:36])([CH3:35])[CH3:34])=[O:31])[CH2:25]1)[C:10]1[CH:11]=[C:12]([C:17]2[CH:22]=[CH:21][CH:20]=[C:19]([CH3:23])[CH:18]=2)[C:13]([F:16])=[CH:14][CH:15]=1)(=[O:3])[CH3:2]. The catalyst class is: 11. (2) Reactant: Cl[C:2]1[C:11]2[C:6](=[CH:7][CH:8]=[CH:9][CH:10]=2)[CH:5]=[C:4]([Cl:12])[N:3]=1.[CH3:13][Al](C)C. Product: [Cl:12][C:4]1[N:3]=[C:2]([CH3:13])[C:11]2[C:6]([CH:5]=1)=[CH:7][CH:8]=[CH:9][CH:10]=2. The catalyst class is: 176. (3) Reactant: [CH2:1]([CH:4]([NH:8][CH2:9][CH2:10][CH2:11][N:12]1[CH:16]=[CH:15][CH:14]=[C:13]1[C:17]([O:19]CC)=O)[CH2:5][CH2:6][CH3:7])[CH2:2][CH3:3].C[Al](C)C.C(OCC)(=O)C. Product: [CH2:5]([CH:4]([N:8]1[CH2:9][CH2:10][CH2:11][N:12]2[CH:16]=[CH:15][CH:14]=[C:13]2[C:17]1=[O:19])[CH2:1][CH2:2][CH3:3])[CH2:6][CH3:7]. The catalyst class is: 11. (4) Reactant: [CH3:1][O:2][C:3]1[CH:8]=[C:7]([O:9][CH3:10])[CH:6]=[CH:5][C:4]=1[CH:11]=[CH:12][C:13]1[CH:14]=[C:15]([CH:25]=[C:26]([O:28][C@@H:29]([CH3:33])[CH2:30][O:31][CH3:32])[CH:27]=1)[C:16]([NH:18][C:19]1[CH:24]=[N:23][CH:22]=[CH:21][N:20]=1)=[O:17].[H][H]. Product: [CH3:1][O:2][C:3]1[CH:8]=[C:7]([O:9][CH3:10])[CH:6]=[CH:5][C:4]=1[CH2:11][CH2:12][C:13]1[CH:14]=[C:15]([CH:25]=[C:26]([O:28][C@@H:29]([CH3:33])[CH2:30][O:31][CH3:32])[CH:27]=1)[C:16]([NH:18][C:19]1[CH:24]=[N:23][CH:22]=[CH:21][N:20]=1)=[O:17]. The catalyst class is: 78. (5) Reactant: [CH3:1][C@:2]12[C@@:19]3([CH3:20])[C@@H:10]([C@:11]4([CH3:42])[C@@H:16]([CH2:17][CH2:18]3)[C:15]([CH3:22])([CH3:21])[C:14]([C:23]3[CH2:41][C:25]5([CH2:28][C:27]([C:35]([O:37]C(C)C)=[O:36])([C:29]([O:31]C(C)C)=[O:30])[CH2:26]5)[CH:24]=3)=[CH:13][CH2:12]4)[CH2:9][CH2:8][C@@H:7]1[C@H:6]1[C@H:43]([C:46]([CH3:48])=[CH2:47])[CH2:44][CH2:45][C@:5]1([NH:49][CH2:50][CH2:51][N:52]([C:60]1[CH:65]=[CH:64][CH:63]=[CH:62][CH:61]=1)[S:53]([C:56]([F:59])([F:58])[F:57])(=[O:55])=[O:54])[CH2:4][CH2:3]2.[OH-].[Na+].Cl. Product: [CH3:1][C@:2]12[C@@:19]3([CH3:20])[C@@H:10]([C@:11]4([CH3:42])[C@@H:16]([CH2:17][CH2:18]3)[C:15]([CH3:21])([CH3:22])[C:14]([C:23]3[CH2:41][C:25]5([CH2:26][C:27]([C:35]([OH:37])=[O:36])([C:29]([OH:31])=[O:30])[CH2:28]5)[CH:24]=3)=[CH:13][CH2:12]4)[CH2:9][CH2:8][C@@H:7]1[C@H:6]1[C@H:43]([C:46]([CH3:48])=[CH2:47])[CH2:44][CH2:45][C@:5]1([NH:49][CH2:50][CH2:51][N:52]([C:60]1[CH:61]=[CH:62][CH:63]=[CH:64][CH:65]=1)[S:53]([C:56]([F:57])([F:58])[F:59])(=[O:55])=[O:54])[CH2:4][CH2:3]2. The catalyst class is: 169. (6) Reactant: [CH2:1]([O:3][C:4]([CH:6]1[CH2:11][CH2:10][CH2:9][CH:8]([NH:12][C:13]([O:15]C)=O)[CH2:7]1)=[O:5])[CH3:2].I[Si](C)(C)C.[F:22][C:23]1[CH:24]=[N:25][CH:26]=[CH:27][C:28]=1[C:29]1[C:33](C(O)=O)=[C:32]([CH3:37])[O:31][N:30]=1.Cl.CN(C)CCCN=C=NCC.ON1C2N=CC=CC=2N=N1.C(N(CC)C(C)C)(C)C. Product: [CH2:1]([O:3][C:4]([CH:6]1[CH2:11][CH2:10][CH2:9][CH:8]([NH:12][C:13]([C:33]2[C:29]([C:28]3[CH:27]=[CH:26][N:25]=[CH:24][C:23]=3[F:22])=[N:30][O:31][C:32]=2[CH3:37])=[O:15])[CH2:7]1)=[O:5])[CH3:2]. The catalyst class is: 120. (7) Reactant: [Br:1][C:2]1[CH:3]=[C:4]2[C:10]3([CH2:14][CH2:13][NH:12][CH2:11]3)[CH2:9][N:8]([C:15]([NH:17][C:18]3[S:19][C:20]([Cl:23])=[CH:21][N:22]=3)=[O:16])[C:5]2=[CH:6][CH:7]=1.C(N(CC)CC)C.[C:31](Cl)(=[O:33])[CH3:32]. Product: [C:31]([N:12]1[CH2:13][CH2:14][C:10]2([C:4]3[C:5](=[CH:6][CH:7]=[C:2]([Br:1])[CH:3]=3)[N:8]([C:15]([NH:17][C:18]3[S:19][C:20]([Cl:23])=[CH:21][N:22]=3)=[O:16])[CH2:9]2)[CH2:11]1)(=[O:33])[CH3:32]. The catalyst class is: 34.